From a dataset of NCI-60 drug combinations with 297,098 pairs across 59 cell lines. Regression. Given two drug SMILES strings and cell line genomic features, predict the synergy score measuring deviation from expected non-interaction effect. (1) Drug 1: CC1=C(C(=CC=C1)Cl)NC(=O)C2=CN=C(S2)NC3=CC(=NC(=N3)C)N4CCN(CC4)CCO. Drug 2: C(CC(=O)O)C(=O)CN.Cl. Cell line: LOX IMVI. Synergy scores: CSS=25.2, Synergy_ZIP=-5.40, Synergy_Bliss=-2.24, Synergy_Loewe=0.547, Synergy_HSA=1.39. (2) Synergy scores: CSS=-1.05, Synergy_ZIP=-1.39, Synergy_Bliss=-2.61, Synergy_Loewe=-7.35, Synergy_HSA=-4.89. Cell line: LOX IMVI. Drug 1: C1=NNC2=C1C(=O)NC=N2. Drug 2: C1CC(=O)NC(=O)C1N2C(=O)C3=CC=CC=C3C2=O. (3) Drug 2: CC(C)CN1C=NC2=C1C3=CC=CC=C3N=C2N. Synergy scores: CSS=71.0, Synergy_ZIP=17.1, Synergy_Bliss=19.4, Synergy_Loewe=-3.29, Synergy_HSA=19.2. Cell line: NCI-H460. Drug 1: CC1=C2C(C(=O)C3(C(CC4C(C3C(C(C2(C)C)(CC1OC(=O)C(C(C5=CC=CC=C5)NC(=O)OC(C)(C)C)O)O)OC(=O)C6=CC=CC=C6)(CO4)OC(=O)C)OC)C)OC. (4) Drug 1: C1CCC(C(C1)N)N.C(=O)(C(=O)[O-])[O-].[Pt+4]. Drug 2: C(CN)CNCCSP(=O)(O)O. Cell line: HCT116. Synergy scores: CSS=47.6, Synergy_ZIP=0.578, Synergy_Bliss=-0.138, Synergy_Loewe=-23.7, Synergy_HSA=-1.35. (5) Drug 1: CC(C1=C(C=CC(=C1Cl)F)Cl)OC2=C(N=CC(=C2)C3=CN(N=C3)C4CCNCC4)N. Drug 2: CC1=C(N=C(N=C1N)C(CC(=O)N)NCC(C(=O)N)N)C(=O)NC(C(C2=CN=CN2)OC3C(C(C(C(O3)CO)O)O)OC4C(C(C(C(O4)CO)O)OC(=O)N)O)C(=O)NC(C)C(C(C)C(=O)NC(C(C)O)C(=O)NCCC5=NC(=CS5)C6=NC(=CS6)C(=O)NCCC[S+](C)C)O. Cell line: A498. Synergy scores: CSS=6.55, Synergy_ZIP=-3.54, Synergy_Bliss=-2.18, Synergy_Loewe=-1.36, Synergy_HSA=-1.43. (6) Drug 1: C1=NC(=NC(=O)N1C2C(C(C(O2)CO)O)O)N. Drug 2: CC1C(C(CC(O1)OC2CC(OC(C2O)C)OC3=CC4=CC5=C(C(=O)C(C(C5)C(C(=O)C(C(C)O)O)OC)OC6CC(C(C(O6)C)O)OC7CC(C(C(O7)C)O)OC8CC(C(C(O8)C)O)(C)O)C(=C4C(=C3C)O)O)O)O. Cell line: U251. Synergy scores: CSS=59.4, Synergy_ZIP=1.05, Synergy_Bliss=2.36, Synergy_Loewe=-3.96, Synergy_HSA=1.69. (7) Drug 1: C1C(C(OC1N2C=NC3=C(N=C(N=C32)Cl)N)CO)O. Drug 2: C1CN(P(=O)(OC1)NCCCl)CCCl. Cell line: MALME-3M. Synergy scores: CSS=21.3, Synergy_ZIP=5.47, Synergy_Bliss=3.72, Synergy_Loewe=-37.6, Synergy_HSA=3.15. (8) Drug 1: CC(C)(C#N)C1=CC(=CC(=C1)CN2C=NC=N2)C(C)(C)C#N. Drug 2: CC1C(C(CC(O1)OC2CC(CC3=C2C(=C4C(=C3O)C(=O)C5=CC=CC=C5C4=O)O)(C(=O)C)O)N)O. Cell line: SF-295. Synergy scores: CSS=38.5, Synergy_ZIP=0.704, Synergy_Bliss=-0.147, Synergy_Loewe=-4.09, Synergy_HSA=0.810. (9) Drug 1: C1=NC(=NC(=O)N1C2C(C(C(O2)CO)O)O)N. Drug 2: CC(C)CN1C=NC2=C1C3=CC=CC=C3N=C2N. Cell line: UO-31. Synergy scores: CSS=24.2, Synergy_ZIP=-6.88, Synergy_Bliss=-3.96, Synergy_Loewe=-1.71, Synergy_HSA=-1.62. (10) Drug 1: CC1=C(C=C(C=C1)NC2=NC=CC(=N2)N(C)C3=CC4=NN(C(=C4C=C3)C)C)S(=O)(=O)N.Cl. Drug 2: C1C(C(OC1N2C=NC3=C(N=C(N=C32)Cl)N)CO)O. Cell line: EKVX. Synergy scores: CSS=-1.11, Synergy_ZIP=2.62, Synergy_Bliss=2.06, Synergy_Loewe=-1.02, Synergy_HSA=-1.82.